This data is from Reaction yield outcomes from USPTO patents with 853,638 reactions. The task is: Predict the reaction yield, written as a fraction of the theoretical maximum amount of product (1.0 means a 100% yield; for example, 0.34 means a 34% yield). (1) The reactants are [CH3:1][N:2]1[CH:6]=[C:5]([C:7]2[CH:8]=[CH:9][C:10]([NH2:13])=[N:11][CH:12]=2)[CH:4]=[N:3]1.C(=O)([O-])[O-].[Cs+].[Cs+].Cl[C:21]1[CH:22]=[CH:23][C:24]2[CH2:25][N:26]([CH3:38])[CH2:27][C@@H:28]([C:32]3[CH:37]=[CH:36][CH:35]=[CH:34][CH:33]=3)[O:29][C:30]=2[N:31]=1.CCO. The catalyst is COCCOC.C(O[Pd]C1C=CC=CC=1C1C=CC=CC=1P(C(C)(C)C)C(C)(C)C)(=O)C. The product is [CH3:38][N:26]1[CH2:25][C:24]2[CH:23]=[CH:22][C:21]([NH:13][C:10]3[CH:9]=[CH:8][C:7]([C:5]4[CH:4]=[N:3][N:2]([CH3:1])[CH:6]=4)=[CH:12][N:11]=3)=[N:31][C:30]=2[O:29][C@H:28]([C:32]2[CH:37]=[CH:36][CH:35]=[CH:34][CH:33]=2)[CH2:27]1. The yield is 0.300. (2) The reactants are Cl.[CH3:2][O:3][CH2:4][C@H:5]1[C@H:14]2[CH2:15][CH2:16][N:17]([C:18]([C@H:20]3[CH2:25][CH2:24][CH2:23][CH2:22][C@H:21]3[NH2:26])=[O:19])[C@H:13]2[C:12]2[CH:11]=[CH:10][CH:9]=[CH:8][C:7]=2[NH:6]1.C(N(CC)CC)C.[NH:34]1[C:38]2[CH:39]=[CH:40][C:41]([C:43](O)=[O:44])=[CH:42][C:37]=2[N:36]=[N:35]1.CCOC(OC(OCC)=O)=O. The catalyst is C1COCC1.O. The product is [CH3:2][O:3][CH2:4][C@H:5]1[C@H:14]2[CH2:15][CH2:16][N:17]([C:18]([C@H:20]3[CH2:25][CH2:24][CH2:23][CH2:22][C@H:21]3[NH:26][C:43]([C:41]3[CH:40]=[CH:39][C:38]4[NH:34][N:35]=[N:36][C:37]=4[CH:42]=3)=[O:44])=[O:19])[C@H:13]2[C:12]2[CH:11]=[CH:10][CH:9]=[CH:8][C:7]=2[NH:6]1. The yield is 0.800. (3) The reactants are C[C:2]([CH2:6]C(O)=O)([C:4]#[CH:5])[CH3:3].[CH3:3][C:2](OC(=O)C)([CH3:6])[C:4]#[CH:5].C(N(CC)CC)C.[CH3:26][N:27]1[CH2:32][CH2:31][NH:30][CH2:29][CH2:28]1. The catalyst is C1COCC1.[Cu](Cl)Cl. The product is [CH3:6][C:2]([N:30]1[CH2:31][CH2:32][N:27]([CH3:26])[CH2:28][CH2:29]1)([CH3:3])[C:4]#[CH:5]. The yield is 0.720.